This data is from Full USPTO retrosynthesis dataset with 1.9M reactions from patents (1976-2016). The task is: Predict the reactants needed to synthesize the given product. (1) Given the product [Si:25]([O:1][CH2:2][CH:3]1[N:8]([CH:9]2[CH2:12][O:11][CH2:10]2)[CH2:7][CH2:6][N:5]([C:13]([O:15][C:16]([CH3:19])([CH3:18])[CH3:17])=[O:14])[CH2:4]1)([C:28]([CH3:31])([CH3:30])[CH3:29])([CH3:27])[CH3:26], predict the reactants needed to synthesize it. The reactants are: [OH:1][CH2:2][CH:3]1[N:8]([CH:9]2[CH2:12][O:11][CH2:10]2)[CH2:7][CH2:6][N:5]([C:13]([O:15][C:16]([CH3:19])([CH3:18])[CH3:17])=[O:14])[CH2:4]1.N1C=CN=C1.[Si:25](Cl)([C:28]([CH3:31])([CH3:30])[CH3:29])([CH3:27])[CH3:26]. (2) Given the product [CH3:12][C:11]1[C:5]2[C:6](=[N:7][CH:8]=[C:3]([C:1]#[N:2])[C:4]=2[NH:26][C:27]2[C:28]([CH3:36])=[C:29]3[C:33](=[CH:34][CH:35]=2)[NH:32][CH:31]=[CH:30]3)[S:9][C:10]=1[C:13]1[CH2:18][CH2:17][NH:16][CH2:15][CH:14]=1.[ClH:37], predict the reactants needed to synthesize it. The reactants are: [C:1]([C:3]1[C:4]([NH:26][C:27]2[C:28]([CH3:36])=[C:29]3[C:33](=[CH:34][CH:35]=2)[NH:32][CH:31]=[CH:30]3)=[C:5]2[C:11]([CH3:12])=[C:10]([C:13]3[CH2:18][CH2:17][N:16](C(OC(C)(C)C)=O)[CH2:15][CH:14]=3)[S:9][C:6]2=[N:7][CH:8]=1)#[N:2].[ClH:37]. (3) Given the product [NH2:14][CH:15]1[CH:16]2[CH:20]1[CH2:19][N:18]([C:21]([C:22]1[CH:23]=[CH:24][C:25]([NH:28][C:29]3[N:34]=[C:33]([NH:35][CH2:36][C:37]4[CH:42]=[CH:41][C:40]([O:43][CH2:44][C@@H:45]([CH3:48])[CH2:46][Br:47])=[CH:39][CH:38]=4)[N:32]=[C:31]([O:49][CH2:50][C:51]([F:54])([F:53])[F:52])[N:30]=3)=[CH:26][CH:27]=1)=[O:55])[CH2:17]2, predict the reactants needed to synthesize it. The reactants are: C(O)(C(F)(F)F)=O.C(OC(=O)[NH:14][CH:15]1[CH:20]2[CH:16]1[CH2:17][N:18]([C:21](=[O:55])[C:22]1[CH:27]=[CH:26][C:25]([NH:28][C:29]3[N:34]=[C:33]([NH:35][CH2:36][C:37]4[CH:42]=[CH:41][C:40]([O:43][CH2:44][C@@H:45]([CH3:48])[CH2:46][Br:47])=[CH:39][CH:38]=4)[N:32]=[C:31]([O:49][CH2:50][C:51]([F:54])([F:53])[F:52])[N:30]=3)=[CH:24][CH:23]=1)[CH2:19]2)(C)(C)C. (4) Given the product [C:1]([O:5][C:6]([C:8]1[N:9]([C:23]2[CH:27]=[CH:26][S:25][CH:24]=2)[C:10]2[C:15]([C:16]=1[N:17]=[C:29]=[O:31])=[C:14]([CH3:18])[C:13]([C:19]([F:21])([F:20])[F:22])=[CH:12][CH:11]=2)=[O:7])([CH3:4])([CH3:2])[CH3:3], predict the reactants needed to synthesize it. The reactants are: [C:1]([O:5][C:6]([C:8]1[N:9]([C:23]2[CH:27]=[CH:26][S:25][CH:24]=2)[C:10]2[C:15]([C:16]=1[NH2:17])=[C:14]([CH3:18])[C:13]([C:19]([F:22])([F:21])[F:20])=[CH:12][CH:11]=2)=[O:7])([CH3:4])([CH3:3])[CH3:2].Cl[C:29](Cl)([O:31]C(=O)OC(Cl)(Cl)Cl)Cl.C(N(CC)CC)C.